This data is from Forward reaction prediction with 1.9M reactions from USPTO patents (1976-2016). The task is: Predict the product of the given reaction. Given the reactants [CH3:1][O:2][C:3]1[CH:8]=[CH:7][C:6]([NH:9][NH2:10])=[CH:5][CH:4]=1.C(O[CH:14]=[C:15]([C:21](=[O:26])[C:22]([F:25])([F:24])[F:23])[C:16]([O:18][CH2:19][CH3:20])=[O:17])C.C(N(CC)CC)C, predict the reaction product. The product is: [C:21]([OH:26])([C:22]([F:25])([F:24])[F:23])=[O:2].[CH3:1][O:2][C:3]1[CH:8]=[CH:7][C:6]([N:9]2[C:21]([C:22]([F:23])([F:24])[F:25])=[C:15]([C:16]([O:18][CH2:19][CH3:20])=[O:17])[CH:14]=[N:10]2)=[CH:5][CH:4]=1.